This data is from Peptide-MHC class I binding affinity with 185,985 pairs from IEDB/IMGT. The task is: Regression. Given a peptide amino acid sequence and an MHC pseudo amino acid sequence, predict their binding affinity value. This is MHC class I binding data. (1) The peptide sequence is KVIDIDLER. The MHC is HLA-A03:01 with pseudo-sequence HLA-A03:01. The binding affinity (normalized) is 0.402. (2) The peptide sequence is LSQLYRPLEA. The MHC is Mamu-A01 with pseudo-sequence Mamu-A01. The binding affinity (normalized) is 0.0675. (3) The peptide sequence is ETITEKTFK. The MHC is HLA-A68:02 with pseudo-sequence HLA-A68:02. The binding affinity (normalized) is 0. (4) The MHC is Mamu-A01 with pseudo-sequence Mamu-A01. The peptide sequence is SSASNNRLI. The binding affinity (normalized) is 0.478. (5) The peptide sequence is IAPTTTAIQV. The MHC is Mamu-A01 with pseudo-sequence Mamu-A01. The binding affinity (normalized) is 0.516. (6) The peptide sequence is ATFEVFLAK. The MHC is HLA-A03:01 with pseudo-sequence HLA-A03:01. The binding affinity (normalized) is 0.370. (7) The peptide sequence is KYMWCYSQV. The MHC is H-2-Kd with pseudo-sequence H-2-Kd. The binding affinity (normalized) is 0.712.